From a dataset of Full USPTO retrosynthesis dataset with 1.9M reactions from patents (1976-2016). Predict the reactants needed to synthesize the given product. (1) Given the product [NH2:23][C:19]1[CH:18]=[C:17]2[C:22](=[CH:21][CH:20]=1)[N:14]([CH2:13][C:9]1[CH:8]=[C:7]([CH:12]=[CH:11][CH:10]=1)[C:6]([NH:5][C:1]([CH3:3])([CH3:4])[CH3:2])=[O:26])[N:15]=[CH:16]2, predict the reactants needed to synthesize it. The reactants are: [C:1]([NH:5][C:6](=[O:26])[C:7]1[CH:12]=[CH:11][CH:10]=[C:9]([CH2:13][N:14]2[C:22]3[C:17](=[CH:18][C:19]([N+:23]([O-])=O)=[CH:20][CH:21]=3)[CH:16]=[N:15]2)[CH:8]=1)([CH3:4])([CH3:3])[CH3:2]. (2) The reactants are: [C:1]([C:3]1[O:7][C:6](Br)=[CH:5][CH:4]=1)#[N:2].[NH:9]1[C:17]2[C:12](=[CH:13][CH:14]=[CH:15][CH:16]=2)[C:11]2([CH:21](B(O)O)CC[CH2:18]2)[C:10]1=[O:25].C(=O)([O-])[O-].[Na+].[Na+].[OH-].[Na+]. Given the product [CH3:18][C:11]1([CH3:21])[C:12]2[C:17](=[CH:16][CH:15]=[C:14]([C:6]3[O:7][C:3]([C:1]#[N:2])=[CH:4][CH:5]=3)[CH:13]=2)[NH:9][C:10]1=[O:25], predict the reactants needed to synthesize it. (3) Given the product [CH:8]1([C:5]2[CH:6]=[CH:7][C:2]([CH:22]=[O:23])=[CH:3][CH:4]=2)[CH2:13][CH2:12][CH2:11][CH2:10][CH2:9]1, predict the reactants needed to synthesize it. The reactants are: Br[C:2]1[CH:7]=[CH:6][C:5]([CH:8]2[CH2:13][CH2:12][CH2:11][CH2:10][CH2:9]2)=[CH:4][CH:3]=1.[Li]CCCC.CN([CH:22]=[O:23])C. (4) Given the product [C:18]1(=[O:19])[C:17]2[C:16](=[CH:26][CH:25]=[CH:24][CH:23]=2)[C:21](=[O:22])[NH:20]1, predict the reactants needed to synthesize it. The reactants are: N1CCSCC1.C(=O)([O-])[O-].[K+].[K+].BrCC[C:16]12[CH:26]=[CH:25][CH:24]=[CH:23][CH:17]1[C:18]([NH:20][C:21]2=[O:22])=[O:19]. (5) Given the product [Cl:1][C:2]1[CH:10]=[C:9]2[C:5]([CH:6]=[N:7][NH:8]2)=[CH:4][C:3]=1[NH:11][C:27]([C:20]1[CH:19]([C:16]2[CH:17]=[CH:18][C:13]([Cl:12])=[CH:14][CH:15]=2)[CH2:24][C:23](=[O:25])[NH:22][C:21]=1[CH3:26])=[O:28], predict the reactants needed to synthesize it. The reactants are: [Cl:1][C:2]1[CH:10]=[C:9]2[C:5]([CH:6]=[N:7][NH:8]2)=[CH:4][C:3]=1[NH2:11].[Cl:12][C:13]1[CH:18]=[CH:17][C:16]([CH:19]2[CH2:24][C:23](=[O:25])[NH:22][C:21]([CH3:26])=[C:20]2[C:27](O)=[O:28])=[CH:15][CH:14]=1.C(Cl)CCl.CCN(CC)CC. (6) Given the product [OH:17][CH:11]([CH2:12][CH2:13][CH2:14][CH2:15][CH3:16])/[CH:10]=[CH:9]/[B:4]([OH:5])[OH:3], predict the reactants needed to synthesize it. The reactants are: CC1(C)C(C)(C)[O:5][B:4]([CH:9]=[CH:10][CH:11]([OH:17])[CH2:12][CH2:13][CH2:14][CH2:15][CH3:16])[O:3]1. (7) Given the product [CH2:13]([O:20][C:21]1[CH:22]=[CH:23][C:24]([C@@H:32]([O:35][Si:36]([C:39]([CH3:40])([CH3:42])[CH3:41])([CH3:38])[CH3:37])[CH2:33][NH:12][CH2:11][CH2:10][C:6]2[CH:7]=[CH:8][CH:9]=[C:4]([N+:1]([O-:3])=[O:2])[CH:5]=2)=[C:25]2[C:30]=1[NH:29][C:28](=[O:31])[CH:27]=[CH:26]2)[C:14]1[CH:15]=[CH:16][CH:17]=[CH:18][CH:19]=1, predict the reactants needed to synthesize it. The reactants are: [N+:1]([C:4]1[CH:5]=[C:6]([CH2:10][CH2:11][NH2:12])[CH:7]=[CH:8][CH:9]=1)([O-:3])=[O:2].[CH2:13]([O:20][C:21]1[CH:22]=[CH:23][C:24]([C@@H:32]([O:35][Si:36]([C:39]([CH3:42])([CH3:41])[CH3:40])([CH3:38])[CH3:37])[CH2:33]Br)=[C:25]2[C:30]=1[NH:29][C:28](=[O:31])[CH:27]=[CH:26]2)[C:14]1[CH:19]=[CH:18][CH:17]=[CH:16][CH:15]=1.[I-].[Na+].C(=O)([O-])O.[Na+]. (8) Given the product [CH2:8]([S:10]([N:18]1[CH2:19][CH2:20][C@H:15]([CH3:14])[C@H:16]([NH:21][C:22](=[O:28])[O:23][C:24]([CH3:27])([CH3:26])[CH3:25])[CH2:17]1)(=[O:12])=[O:11])[CH3:9], predict the reactants needed to synthesize it. The reactants are: C(N(CC)CC)C.[CH2:8]([S:10](Cl)(=[O:12])=[O:11])[CH3:9].[CH3:14][C@H:15]1[CH2:20][CH2:19][NH:18][CH2:17][C@H:16]1[NH:21][C:22](=[O:28])[O:23][C:24]([CH3:27])([CH3:26])[CH3:25].O. (9) Given the product [Cl:33][C:30]1[CH:29]=[N:28][C:27]([NH:1][CH2:2][C@@H:3]2[C@H:8]([CH3:9])[CH2:7][CH2:6][CH2:5][N:4]2[C:10]([C:12]2[CH:17]=[C:16]([F:18])[C:15]([F:19])=[CH:14][C:13]=2[C:20]2[N:21]=[CH:22][CH:23]=[CH:24][N:25]=2)=[O:11])=[N:32][CH:31]=1, predict the reactants needed to synthesize it. The reactants are: [NH2:1][CH2:2][C@@H:3]1[C@H:8]([CH3:9])[CH2:7][CH2:6][CH2:5][N:4]1[C:10]([C:12]1[CH:17]=[C:16]([F:18])[C:15]([F:19])=[CH:14][C:13]=1[C:20]1[N:25]=[CH:24][CH:23]=[CH:22][N:21]=1)=[O:11].Cl[C:27]1[N:32]=[CH:31][C:30]([Cl:33])=[CH:29][N:28]=1. (10) Given the product [CH:21]([C:2]1[CH:3]=[CH:4][C:5]2[C:14]3[CH:13]=[C:12]4[CH2:15][CH2:16][CH2:17][C:18](=[O:19])[C:11]4=[CH:10][C:9]=3[O:8][CH2:7][C:6]=2[CH:20]=1)=[CH2:22], predict the reactants needed to synthesize it. The reactants are: Cl[C:2]1[CH:3]=[CH:4][C:5]2[C:14]3[CH:13]=[C:12]4[CH2:15][CH2:16][CH2:17][C:18](=[O:19])[C:11]4=[CH:10][C:9]=3[O:8][CH2:7][C:6]=2[CH:20]=1.[CH:21]([B-](F)(F)F)=[CH2:22].[K+].COC1C=CC=C(OC)C=1C1C=CC=CC=1P(C1CCCCC1)C1CCCCC1.C([O-])([O-])=O.[K+].[K+].